Dataset: Full USPTO retrosynthesis dataset with 1.9M reactions from patents (1976-2016). Task: Predict the reactants needed to synthesize the given product. (1) The reactants are: [OH:1][C:2]1[CH:7]=[CH:6][C:5]([NH:8][C:9]2[C:10]3[CH2:18][CH2:17][N:16]([C:19]4[CH:26]=[CH:25][C:22]([C:23]#[N:24])=[C:21]([C:27]([F:30])([F:29])[F:28])[CH:20]=4)[CH2:15][C:11]=3[N:12]=[CH:13][N:14]=2)=[CH:4][CH:3]=1.[CH3:31][N:32]1[C:36]([CH2:37][CH2:38]O)=[CH:35][CH:34]=[N:33]1. Given the product [CH3:31][N:32]1[C:36]([CH2:37][CH2:38][O:1][C:2]2[CH:3]=[CH:4][C:5]([NH:8][C:9]3[C:10]4[CH2:18][CH2:17][N:16]([C:19]5[CH:26]=[CH:25][C:22]([C:23]#[N:24])=[C:21]([C:27]([F:30])([F:29])[F:28])[CH:20]=5)[CH2:15][C:11]=4[N:12]=[CH:13][N:14]=3)=[CH:6][CH:7]=2)=[CH:35][CH:34]=[N:33]1, predict the reactants needed to synthesize it. (2) Given the product [Cl:10][C:11]1[N:12]=[C:13]([Cl:18])[CH:14]=[C:15]([CH2:5][C:4]2[CH:7]=[CH:8][CH:9]=[C:2]([Cl:1])[CH:3]=2)[N:16]=1, predict the reactants needed to synthesize it. The reactants are: [Cl:1][C:2]1[CH:3]=[C:4]([CH:7]=[CH:8][CH:9]=1)[CH2:5]Br.[Cl:10][C:11]1[N:16]=[C:15](Cl)[CH:14]=[C:13]([Cl:18])[N:12]=1. (3) The reactants are: [C:1]([C:5]1[CH:6]=[C:7]([NH:17][C:18]([NH:20][C@@H:21]2[C:30]3[C:25](=[CH:26][CH:27]=[CH:28][CH:29]=3)[C@H:24]([O:31][C:32]3[CH:33]=[CH:34][C:35]4[N:36]([C:38]([C@:41]5([CH2:47][O:48][Si](C(C)C)(C(C)C)C(C)C)[CH2:45][CH2:44][CH2:43][N:42]5[CH3:46])=[N:39][N:40]=4)[CH:37]=3)[CH2:23][CH2:22]2)=[O:19])[N:8]([C:10]2[CH:15]=[CH:14][C:13]([CH3:16])=[CH:12][CH:11]=2)[N:9]=1)([CH3:4])([CH3:3])[CH3:2].CCCC[N+](CCCC)(CCCC)CCCC.[F-].N. Given the product [C:1]([C:5]1[CH:6]=[C:7]([NH:17][C:18]([NH:20][C@@H:21]2[C:30]3[C:25](=[CH:26][CH:27]=[CH:28][CH:29]=3)[C@H:24]([O:31][C:32]3[CH:33]=[CH:34][C:35]4[N:36]([C:38]([C@:41]5([CH2:47][OH:48])[CH2:45][CH2:44][CH2:43][N:42]5[CH3:46])=[N:39][N:40]=4)[CH:37]=3)[CH2:23][CH2:22]2)=[O:19])[N:8]([C:10]2[CH:15]=[CH:14][C:13]([CH3:16])=[CH:12][CH:11]=2)[N:9]=1)([CH3:4])([CH3:2])[CH3:3], predict the reactants needed to synthesize it. (4) Given the product [NH:12]1[CH2:13][CH:10]([O:9][C:6]2[CH:5]=[CH:4][C:3]([CH2:2][O:1][CH3:25])=[N:8][CH:7]=2)[CH2:11]1, predict the reactants needed to synthesize it. The reactants are: [OH:1][CH2:2][C:3]1[N:8]=[CH:7][C:6]([O:9][CH:10]2[CH2:13][N:12](C(OC(C)(C)C)=O)[CH2:11]2)=[CH:5][CH:4]=1.[H-].[Na+].CI.[C:25](O)(C(F)(F)F)=O.[OH-].[Na+]. (5) Given the product [CH:1]1([NH:4][C:5]([C:7]2[CH:12]=[C:11]([C:13]3[C:14]([C:27]([NH:40][C:41]4[CH:46]=[CH:45][CH:44]=[CH:43][CH:42]=4)=[O:28])=[CH:15][C:16]([C:19]([NH:21][CH2:22][C:23]([CH3:24])([CH3:26])[CH3:25])=[O:20])=[CH:17][CH:18]=3)[C:10]([CH3:30])=[C:9]([F:31])[CH:8]=2)=[O:6])[CH2:2][CH2:3]1, predict the reactants needed to synthesize it. The reactants are: [CH:1]1([NH:4][C:5]([C:7]2[CH:8]=[C:9]([F:31])[C:10]([CH3:30])=[C:11]([C:13]3[C:14]([C:27](O)=[O:28])=[CH:15][C:16]([C:19]([NH:21][CH2:22][C:23]([CH3:26])([CH3:25])[CH3:24])=[O:20])=[CH:17][CH:18]=3)[CH:12]=2)=[O:6])[CH2:3][CH2:2]1.CN(C(O[N:40]1N=N[C:42]2[CH:43]=[CH:44][CH:45]=[CH:46][C:41]1=2)=[N+](C)C)C.F[P-](F)(F)(F)(F)F.CCN(CC)CC.NC1C=CC=CC=1.